From a dataset of Forward reaction prediction with 1.9M reactions from USPTO patents (1976-2016). Predict the product of the given reaction. (1) Given the reactants [CH3:1][O:2][C:3]([C@@H:5]1[CH2:9][CH2:8][CH2:7][C@H:6]1[CH2:10][OH:11])=[O:4].C1C=CC(P(C2C=CC=CC=2)C2C=CC=CC=2)=CC=1.[Cl:31][C:32]1[CH:37]=[CH:36][C:35]([N:38]([C@H:42]2[C:51]3[C:46](=[CH:47][CH:48]=[CH:49][CH:50]=3)[N:45]([C:52](=[O:60])[C:53]3[CH:58]=[CH:57][C:56](O)=[CH:55][CH:54]=3)[C@@H:44]([CH3:61])[CH2:43]2)[C:39](=[O:41])[CH3:40])=[CH:34][CH:33]=1.CCOC(/N=N/C(OCC)=O)=O, predict the reaction product. The product is: [C:39]([N:38]([C:35]1[CH:34]=[CH:33][C:32]([Cl:31])=[CH:37][CH:36]=1)[C@H:42]1[C:51]2[C:46](=[CH:47][CH:48]=[CH:49][CH:50]=2)[N:45]([C:52]([C:53]2[CH:58]=[CH:57][C:56]([O:11][CH2:10][CH:6]3[CH2:7][CH2:8][CH2:9][CH:5]3[C:3]([O:2][CH3:1])=[O:4])=[CH:55][CH:54]=2)=[O:60])[C@@H:44]([CH3:61])[CH2:43]1)(=[O:41])[CH3:40]. (2) The product is: [NH2:11][C:5]1[C:6]2[N:7]([N:8]=[N:9][N:10]=2)[C:2]([CH3:1])=[C:3]([CH3:23])[C:4]=1[NH:14][CH2:15][CH2:16][CH2:17][C:18]([O:20][CH2:21][CH3:22])=[O:19]. Given the reactants [CH3:1][C:2]1[N:7]2[N:8]=[N:9][N:10]=[C:6]2[C:5]([N+:11]([O-])=O)=[C:4]([NH:14][CH2:15][CH2:16][CH2:17][C:18]([O:20][CH2:21][CH3:22])=[O:19])[C:3]=1[CH3:23], predict the reaction product. (3) Given the reactants N[C:2]1[S:3][C:4]2[C:9]([N:10]([CH3:17])[C@H:11]([CH2:14][CH2:15][CH3:16])[CH2:12][OH:13])=[N:8][C:7]([SH:18])=[N:6][C:5]=2[N:19]=1.[ClH:20].N([O-])=O.[Na+], predict the reaction product. The product is: [Cl:20][C:2]1[S:3][C:4]2[C:9]([N:10]([C@H:11]([CH2:14][CH2:15][CH3:16])[CH2:12][OH:13])[CH3:17])=[N:8][C:7]([S:18][S:18][C:7]3[N:8]=[C:9]([N:10]([C@H:11]([CH2:14][CH2:15][CH3:16])[CH2:12][OH:13])[CH3:17])[C:4]4[S:3][C:2]([Cl:20])=[N:19][C:5]=4[N:6]=3)=[N:6][C:5]=2[N:19]=1. (4) The product is: [CH3:19][C:8]([NH:7][CH2:1][CH2:2][CH2:3][C:4]#[CH:5])([CH3:18])[CH2:9][NH:10][C:11](=[O:17])[O:12][C:13]([CH3:15])([CH3:14])[CH3:16]. Given the reactants [CH:1](=O)[CH2:2][CH2:3][C:4]#[CH:5].[NH2:7][C:8]([CH3:19])([CH3:18])[CH2:9][NH:10][C:11](=[O:17])[O:12][C:13]([CH3:16])([CH3:15])[CH3:14].C(O[BH-](OC(=O)C)OC(=O)C)(=O)C.[Na+].C(=O)([O-])O.[Na+], predict the reaction product. (5) Given the reactants [CH2:1]([C:3]1[CH:8]=[CH:7][C:6]([C:9](=[O:11])[CH3:10])=[CH:5][C:4]=1[F:12])[CH3:2].[Br:13]Br, predict the reaction product. The product is: [Br:13][CH2:10][C:9]([C:6]1[CH:7]=[CH:8][C:3]([CH2:1][CH3:2])=[C:4]([F:12])[CH:5]=1)=[O:11]. (6) The product is: [Cl:26][C:27]1[CH:32]=[CH:31][CH:30]=[CH:29][C:28]=1[CH:33]1[C:38]([C:39]#[N:40])=[C:37]([C:41]([O:45][CH3:46])([O:43][CH3:44])[CH3:42])[NH:36][C:35]2=[N:47][NH:48][CH:49]=[C:34]12.[C:41]([C:37]1[NH:36][C:35]2=[N:47][NH:48][CH:49]=[C:34]2[CH:33]([C:28]2[CH:29]=[CH:30][CH:31]=[CH:32][C:27]=2[Cl:26])[C:38]=1[C:39]#[N:40])(=[O:43])[CH3:42]. Given the reactants COC(OC)(C)C(OC)=O.ClC1C=CC=CC=1C=O.NC1C=CNN=1.[Cl:26][C:27]1[CH:32]=[CH:31][CH:30]=[CH:29][C:28]=1[CH:33]1[C:38]([C:39]#[N:40])=[C:37]([C:41]([O:45][CH3:46])([O:43][CH3:44])[CH3:42])[NH:36][C:35]2=[N:47][NH:48][CH:49]=[C:34]12.FC(F)(F)C(O)=O, predict the reaction product. (7) Given the reactants [OH-].[Na+].O.[CH:4]#[C:5][CH2:6][NH:7][C@H:8]1[C:16]2[C:11](=[CH:12][CH:13]=[CH:14][CH:15]=2)[CH2:10][CH2:9]1.[CH:4]#[C:5][CH2:6][NH:7][C@H:8]1[C:16]2[C:11](=[CH:12][CH:13]=[CH:14][CH:15]=2)[CH2:10][CH2:9]1.[C@H](O)(C(O)=O)[C@@H](O)C(O)=O, predict the reaction product. The product is: [CH:4]#[C:5][CH2:6][NH:7][C@H:8]1[C:16]2[CH:15]=[CH:14][CH:13]=[CH:12][C:11]=2[CH2:10][CH2:9]1.